This data is from NCI-60 drug combinations with 297,098 pairs across 59 cell lines. The task is: Regression. Given two drug SMILES strings and cell line genomic features, predict the synergy score measuring deviation from expected non-interaction effect. Drug 1: C1C(C(OC1N2C=NC3=C(N=C(N=C32)Cl)N)CO)O. Drug 2: CC=C1C(=O)NC(C(=O)OC2CC(=O)NC(C(=O)NC(CSSCCC=C2)C(=O)N1)C(C)C)C(C)C. Cell line: OVCAR-8. Synergy scores: CSS=55.6, Synergy_ZIP=0.393, Synergy_Bliss=-1.80, Synergy_Loewe=0.289, Synergy_HSA=2.45.